From a dataset of Reaction yield outcomes from USPTO patents with 853,638 reactions. Predict the reaction yield, written as a fraction of the theoretical maximum amount of product (1.0 means a 100% yield; for example, 0.34 means a 34% yield). (1) The reactants are Br[C:2]1[CH:7]=[CH:6][C:5]([NH:8][C:9]([NH:11][CH3:12])=[O:10])=[CH:4][CH:3]=1.[B:13]1([B:13]2[O:17][C:16]([CH3:19])([CH3:18])[C:15]([CH3:21])([CH3:20])[O:14]2)[O:17][C:16]([CH3:19])([CH3:18])[C:15]([CH3:21])([CH3:20])[O:14]1.CC([O-])=O.[K+].C(Cl)Cl. The catalyst is C1(C)C=CC=CC=1. The product is [CH3:12][NH:11][C:9]([NH:8][C:5]1[CH:6]=[CH:7][C:2]([B:13]2[O:17][C:16]([CH3:19])([CH3:18])[C:15]([CH3:21])([CH3:20])[O:14]2)=[CH:3][CH:4]=1)=[O:10]. The yield is 0.400. (2) The reactants are C[O:2][C:3](=[O:19])[CH:4]([C:9]1[C:14]([F:15])=[CH:13][CH:12]=[CH:11][C:10]=1[N+:16]([O-:18])=[O:17])C(OC)=O.Cl. The catalyst is O. The product is [F:15][C:14]1[C:9]([CH2:4][C:3]([OH:19])=[O:2])=[C:10]([N+:16]([O-:18])=[O:17])[CH:11]=[CH:12][CH:13]=1. The yield is 0.540. (3) The catalyst is CN(C)C=O. The reactants are [C:1]([C:3]1[CH:8]=[C:7]([O:9][CH3:10])[C:6]([OH:11])=[CH:5][C:4]=1[N:12]=[CH:13][N:14]([CH3:16])[CH3:15])#[N:2].C(=O)([O-])[O-].[K+].[K+].Br[CH2:24][CH2:25][CH2:26][CH2:27][Cl:28].O. The product is [Cl:28][CH2:27][CH2:26][CH2:25][CH2:24][O:11][C:6]1[C:7]([O:9][CH3:10])=[CH:8][C:3]([C:1]#[N:2])=[C:4]([N:12]=[CH:13][N:14]([CH3:15])[CH3:16])[CH:5]=1. The yield is 0.800. (4) The reactants are [N:1]1[CH:6]=[CH:5][N:4]=[CH:3][C:2]=1[C:7]([OH:9])=O.Cl.CN(C)CCCN=C=NCC.N1(O)C2C=CC=CC=2N=N1.[F:32][C:33]1[CH:34]=[N:35][CH:36]=[CH:37][C:38]=1[C:39]1[C:40]([C:47]2[CH:48]=[N:49][CH:50]=[CH:51][CH:52]=2)=[N:41][C:42]([NH2:46])=[C:43]([NH2:45])[CH:44]=1. The catalyst is CN(C=O)C. The product is [NH2:46][C:42]1[N:41]=[C:40]([C:47]2[CH:48]=[N:49][CH:50]=[CH:51][CH:52]=2)[C:39]([C:38]2[CH:37]=[CH:36][N:35]=[CH:34][C:33]=2[F:32])=[CH:44][C:43]=1[NH:45][C:7]([C:2]1[CH:3]=[N:4][CH:5]=[CH:6][N:1]=1)=[O:9]. The yield is 0.410. (5) The reactants are [F:1][C:2]1[CH:30]=[CH:29][C:5]([C:6]([NH:8][C:9]2[C:10]([CH3:28])=[C:11]([CH3:27])[C:12]3[O:16][C:15]([CH3:18])([CH3:17])[CH:14]([C:19]4[CH:24]=[CH:23][CH:22]=[CH:21][CH:20]=4)[C:13]=3[C:25]=2[CH3:26])=O)=[CH:4][CH:3]=1. The catalyst is CO. The product is [F:1][C:2]1[CH:3]=[CH:4][C:5]([CH2:6][NH:8][C:9]2[C:10]([CH3:28])=[C:11]([CH3:27])[C:12]3[O:16][C:15]([CH3:18])([CH3:17])[CH:14]([C:19]4[CH:24]=[CH:23][CH:22]=[CH:21][CH:20]=4)[C:13]=3[C:25]=2[CH3:26])=[CH:29][CH:30]=1. The yield is 0.600.